The task is: Predict the product of the given reaction.. This data is from Forward reaction prediction with 1.9M reactions from USPTO patents (1976-2016). Given the reactants [CH2:1]([NH:5][C:6]([C:8]1[C:16]2[C:11](=[CH:12][C:13]([O:17]C)=[CH:14][CH:15]=2)[N:10]([CH3:19])[C:9]=1[CH3:20])=[O:7])[CH2:2][CH2:3][CH3:4].B(Br)(Br)Br.C(Cl)Cl, predict the reaction product. The product is: [CH2:1]([NH:5][C:6]([C:8]1[C:16]2[C:11](=[CH:12][C:13]([OH:17])=[CH:14][CH:15]=2)[N:10]([CH3:19])[C:9]=1[CH3:20])=[O:7])[CH2:2][CH2:3][CH3:4].